Dataset: Forward reaction prediction with 1.9M reactions from USPTO patents (1976-2016). Task: Predict the product of the given reaction. (1) Given the reactants [F:1][C:2]1[CH:3]=[CH:4][C:5]2[O:10][C:9]([C:11]([OH:13])=[O:12])=[CH:8][C:7](=O)[C:6]=2[CH:15]=1, predict the reaction product. The product is: [F:1][C:2]1[CH:3]=[CH:4][C:5]2[O:10][CH:9]([C:11]([OH:13])=[O:12])[CH2:8][CH2:7][C:6]=2[CH:15]=1. (2) Given the reactants [O:1]([C:9]1[CH:10]=[C:11]([C:15](=[C:26]2[CH:33]3[CH2:34][CH:29]4[CH2:30][CH:31]([CH2:35][CH:27]2[CH2:28]4)[CH2:32]3)[O:16][CH2:17][CH2:18][O:19][C:20]2[CH:25]=[CH:24][CH:23]=[CH:22][CH:21]=2)[CH:12]=[CH:13][CH:14]=1)[Si](C(C)(C)C)(C)C.[F-].C([N+](CCCC)(CCCC)CCCC)CCC, predict the reaction product. The product is: [OH:1][C:9]1[CH:10]=[C:11]([C:15](=[C:26]2[CH:27]3[CH2:35][CH:31]4[CH2:30][CH:29]([CH2:34][CH:33]2[CH2:32]4)[CH2:28]3)[O:16][CH2:17][CH2:18][O:19][C:20]2[CH:25]=[CH:24][CH:23]=[CH:22][CH:21]=2)[CH:12]=[CH:13][CH:14]=1. (3) Given the reactants [CH:1]1([C:4]2[N:9]3[N:10]=[CH:11][C:12]([C:13](O)=[O:14])=[C:8]3[N:7]=[C:6]([C:16]3[CH:21]=[CH:20][C:19]([C:22]([F:25])([F:24])[F:23])=[CH:18][CH:17]=3)[CH:5]=2)[CH2:3][CH2:2]1.[NH2:26][C:27]1[CH:28]=[C:29]([S:33]([NH2:36])(=[O:35])=[O:34])[CH:30]=[CH:31][CH:32]=1, predict the reaction product. The product is: [S:33]([C:29]1[CH:28]=[C:27]([NH:26][C:13]([C:12]2[CH:11]=[N:10][N:9]3[C:4]([CH:1]4[CH2:3][CH2:2]4)=[CH:5][C:6]([C:16]4[CH:21]=[CH:20][C:19]([C:22]([F:25])([F:24])[F:23])=[CH:18][CH:17]=4)=[N:7][C:8]=23)=[O:14])[CH:32]=[CH:31][CH:30]=1)(=[O:34])(=[O:35])[NH2:36]. (4) The product is: [C:27]1([N:33]2[C:2]([C:9]3[CH:14]=[C:13]([F:15])[C:12]([F:16])=[CH:11][C:10]=3[F:17])=[C:3]([C:4]([O:6][CH2:7][CH3:8])=[O:5])[CH:23]=[N:21]2)[CH:32]=[CH:31][CH:30]=[CH:29][CH:28]=1. Given the reactants O=[C:2]([C:9]1[CH:14]=[C:13]([F:15])[C:12]([F:16])=[CH:11][C:10]=1[F:17])[CH2:3][C:4]([O:6][CH2:7][CH3:8])=[O:5].COC(OC)[N:21]([CH3:23])C.Cl.[C:27]1([NH:33]N)[CH:32]=[CH:31][CH:30]=[CH:29][CH:28]=1, predict the reaction product.